This data is from Forward reaction prediction with 1.9M reactions from USPTO patents (1976-2016). The task is: Predict the product of the given reaction. (1) Given the reactants C([O:8][C:9]1[CH:31]=[CH:30][C:12]2[N:13]=[C:14]([C:16]3[CH:29]=[CH:28][C:19]([O:20][CH2:21][C@@H:22]([NH:24][C:25](=[O:27])[CH3:26])[CH3:23])=[CH:18][CH:17]=3)[S:15][C:11]=2[CH:10]=1)C1C=CC=CC=1.FC(F)(F)C(O)=O.C1(SC)C=CC=CC=1, predict the reaction product. The product is: [OH:8][C:9]1[CH:31]=[CH:30][C:12]2[N:13]=[C:14]([C:16]3[CH:17]=[CH:18][C:19]([O:20][CH2:21][C@@H:22]([NH:24][C:25](=[O:27])[CH3:26])[CH3:23])=[CH:28][CH:29]=3)[S:15][C:11]=2[CH:10]=1. (2) Given the reactants Cl.[C:2]([C:4]1[N:9]=[N:8][CH:7]=[C:6]([N:10]2[CH:14]=[CH:13][C:12]([N:15]3[CH2:20][C@@H:19]([CH3:21])[O:18][C@H:17]([C@@H:22]([OH:26])[C:23](O)=[O:24])[C:16]3=[O:27])=[N:11]2)[CH:5]=1)#[N:3].ON1C2N=CC=CC=2N=N1.Cl.CN(C)CCCN=C=NCC.[O:50]1[C:54]2[CH:55]=[C:56]([NH2:59])[CH:57]=[CH:58][C:53]=2[C:52]([NH2:60])=[N:51]1, predict the reaction product. The product is: [NH2:60][C:52]1[C:53]2[CH:58]=[CH:57][C:56]([NH:59][C:23](=[O:24])[C@@H:22]([C@H:17]3[O:18][C@H:19]([CH3:21])[CH2:20][N:15]([C:12]4[CH:13]=[CH:14][N:10]([C:6]5[CH:5]=[C:4]([C:2]#[N:3])[N:9]=[N:8][CH:7]=5)[N:11]=4)[C:16]3=[O:27])[OH:26])=[CH:55][C:54]=2[O:50][N:51]=1. (3) Given the reactants [NH2:1][CH2:2][CH2:3][NH:4][C:5]([C:7]1[C:8]([C:18]([F:21])([F:20])[F:19])=[N:9][N:10]([C:12]2[CH:17]=[CH:16][CH:15]=[CH:14][CH:13]=2)[CH:11]=1)=[O:6].CCN=C=NCCCN(C)C.Cl.C1C=CC2N(O)N=NC=2C=1.O.[CH3:45][O:46][C:47](=[O:63])[CH2:48][C:49]1[O:53][C:52]([C@H:54]2[CH2:59][CH2:58][C@H:57]([C:60](O)=[O:61])[CH2:56][CH2:55]2)=[N:51][N:50]=1, predict the reaction product. The product is: [C:12]1([N:10]2[CH:11]=[C:7]([C:5]([NH:4][CH2:3][CH2:2][NH:1][C:60]([C@H:57]3[CH2:56][CH2:55][C@H:54]([C:52]4[O:53][C:49]([CH2:48][C:47]([O:46][CH3:45])=[O:63])=[N:50][N:51]=4)[CH2:59][CH2:58]3)=[O:61])=[O:6])[C:8]([C:18]([F:20])([F:21])[F:19])=[N:9]2)[CH:17]=[CH:16][CH:15]=[CH:14][CH:13]=1. (4) Given the reactants [CH3:1][C:2]1([CH3:31])[S:7](=[O:9])(=[O:8])[C:6]2[CH:10]=[CH:11][C:12]([CH2:14][C:15]([O:17]C(C)(C)C)=[O:16])=[CH:13][C:5]=2[N:4](COCC[Si](C)(C)C)[C:3]1=[O:30].C(O)(C(F)(F)F)=O, predict the reaction product. The product is: [CH3:1][C:2]1([CH3:31])[S:7](=[O:9])(=[O:8])[C:6]2[CH:10]=[CH:11][C:12]([CH2:14][C:15]([OH:17])=[O:16])=[CH:13][C:5]=2[NH:4][C:3]1=[O:30]. (5) Given the reactants [NH2:1][C:2]1[C:7]([C:8]([C:10]2[S:11][CH:12]=[CH:13][CH:14]=2)=O)=[CH:6][CH:5]=[CH:4][N:3]=1.C([NH:22][CH:23]([C:27]1[S:28][CH:29]=[CH:30][CH:31]=1)[C:24](O)=[O:25])(OC(C)(C)C)=O.C1CCC(N=C=NC2CCCCC2)CC1, predict the reaction product. The product is: [S:28]1[CH:29]=[CH:30][CH:31]=[C:27]1[CH:23]1[C:24](=[O:25])[NH:1][C:2]2[N:3]=[CH:4][CH:5]=[CH:6][C:7]=2[C:8]([C:10]2[S:11][CH:12]=[CH:13][CH:14]=2)=[N:22]1. (6) Given the reactants C1(C2N=CC([NH:28][C:29]([C:31]3[CH:39]=C(N4CCCCC4)[CH:37]=[CH:33][C:32]=3[NH:28][C:29]([C:31]3[CH:32]=[C:33]([CH:37]=C[CH:39]=3)C(O)=O)=[O:30])=[O:30])=CN=2)C=CC=CC=1.CNCC[O:44][CH2:45][CH2:46][O:47][CH2:48][CH2:49][O:50][CH2:51][CH2:52][C:53]([O:55][C:56]([CH3:59])([CH3:58])[CH3:57])=[O:54].CN(C([O:67]N1N=NC2C=CC=NC1=2)=[N+](C)C)C.F[P-](F)(F)(F)(F)F.[CH:84]([N:87]([CH2:91][CH3:92])[CH:88]([CH3:90])C)(C)C, predict the reaction product. The product is: [C:29]([C:31]1[CH:39]=[C:90]([CH:37]=[CH:33][CH:32]=1)[C:88]([N:87]([CH2:91][CH2:92][O:44][CH2:45][CH2:46][O:47][CH2:48][CH2:49][O:50][CH2:51][CH2:52][C:53]([O:55][C:56]([CH3:59])([CH3:58])[CH3:57])=[O:54])[CH3:84])=[O:67])(=[O:30])[NH2:28].